Predict the reactants needed to synthesize the given product. From a dataset of Full USPTO retrosynthesis dataset with 1.9M reactions from patents (1976-2016). (1) Given the product [Cl:1][C:2]1[CH:7]=[CH:6][C:5]([C:8](=[O:27])[CH2:9][CH2:10][C:11]2[CH:12]=[CH:13][C:14]([S:17]([N:20]3[CH2:21][CH2:22][CH:23]([OH:26])[CH2:24][CH2:25]3)(=[O:19])=[O:18])=[CH:15][CH:16]=2)=[C:4]([N:28]([C:29]2[CH:30]=[CH:31][CH:32]=[CH:33][CH:34]=2)[C:37](=[O:38])[C:36](=[O:35])[CH3:40])[CH:3]=1, predict the reactants needed to synthesize it. The reactants are: [Cl:1][C:2]1[CH:7]=[CH:6][C:5]([C:8](=[O:27])[CH2:9][CH2:10][C:11]2[CH:16]=[CH:15][C:14]([S:17]([N:20]3[CH2:25][CH2:24][CH:23]([OH:26])[CH2:22][CH2:21]3)(=[O:19])=[O:18])=[CH:13][CH:12]=2)=[C:4]([NH:28][C:29]2[CH:34]=[CH:33][CH:32]=[CH:31][CH:30]=2)[CH:3]=1.[O:35]=[C:36]([CH3:40])[C:37](Cl)=[O:38]. (2) Given the product [P:21]([O:20][C:14]1[CH:15]=[CH:16][C:17]([Cl:19])=[CH:18][C:13]=1[Cl:12])([O:22][C:23]1[CH:28]=[CH:27][C:26]([Cl:29])=[CH:25][C:24]=1[Cl:30])([O:11][CH2:7][CH2:8][CH2:9][CH3:10])=[O:31], predict the reactants needed to synthesize it. The reactants are: N1C=CC=CC=1.[CH2:7]([OH:11])[CH2:8][CH2:9][CH3:10].[Cl:12][C:13]1[CH:18]=[C:17]([Cl:19])[CH:16]=[CH:15][C:14]=1[O:20][P:21](Cl)(=[O:31])[O:22][C:23]1[CH:28]=[CH:27][C:26]([Cl:29])=[CH:25][C:24]=1[Cl:30]. (3) Given the product [CH3:25][O:24][C:7]1[CH:6]=[CH:5][C:4]2[N:3]=[C:2]([NH:36][C:35]3[CH:34]=[CH:33][C:32]([N:29]4[CH2:30][CH2:31][O:26][CH2:27][CH2:28]4)=[CH:38][CH:37]=3)[C:11]3=[N:12][NH:13][CH:14]=[C:10]3[C:9]=2[CH:8]=1, predict the reactants needed to synthesize it. The reactants are: Cl[C:2]1[C:11]2=[N:12][N:13](CC3C=CC(OC)=CC=3)[CH:14]=[C:10]2[C:9]2[CH:8]=[C:7]([O:24][CH3:25])[CH:6]=[CH:5][C:4]=2[N:3]=1.[O:26]1[CH2:31][CH2:30][N:29]([C:32]2[CH:38]=[CH:37][C:35]([NH2:36])=[CH:34][CH:33]=2)[CH2:28][CH2:27]1.Cl. (4) Given the product [Cl:23][C:24]1[CH:25]=[C:26]([NH:27][C:2]2[C:11]3[C:6](=[CH:7][CH:8]=[C:9]([O:12][CH:13]4[CH2:18][CH2:17][N:16]([S:19]([CH3:22])(=[O:21])=[O:20])[CH2:15][CH2:14]4)[CH:10]=3)[N:5]=[CH:4][N:3]=2)[CH:28]=[CH:29][C:30]=1[O:31][CH2:32][C:33]1[CH:38]=[N:37][CH:36]=[CH:35][N:34]=1, predict the reactants needed to synthesize it. The reactants are: Cl[C:2]1[C:11]2[C:6](=[CH:7][CH:8]=[C:9]([O:12][CH:13]3[CH2:18][CH2:17][N:16]([S:19]([CH3:22])(=[O:21])=[O:20])[CH2:15][CH2:14]3)[CH:10]=2)[N:5]=[CH:4][N:3]=1.[Cl:23][C:24]1[CH:25]=[C:26]([CH:28]=[CH:29][C:30]=1[O:31][CH2:32][C:33]1[CH:38]=[N:37][CH:36]=[CH:35][N:34]=1)[NH2:27]. (5) Given the product [Cl:1][C:2]1[N:3]=[C:4]([CH3:23])[N:5]([C:16]2[CH:17]=[CH:18][C:19]([CH3:22])=[N:20][CH:21]=2)[C:6]=1[C:7]1[C:12]([F:13])=[CH:11][C:10]([O:29][CH3:27])=[CH:9][C:8]=1[F:15], predict the reactants needed to synthesize it. The reactants are: [Cl:1][C:2]1[N:3]=[C:4]([CH3:23])[N:5]([C:16]2[CH:17]=[CH:18][C:19]([CH3:22])=[N:20][CH:21]=2)[C:6]=1[C:7]1[C:12]([F:13])=[CH:11][C:10](F)=[CH:9][C:8]=1[F:15].C[O-].[Na+].[C:27](OCC)(=[O:29])C.O. (6) Given the product [Cl:11][C:12]1[CH:31]=[CH:30][C:15]2[O:16][C:17]3[CH:29]=[CH:28][CH:27]=[CH:26][C:18]=3[C@H:19]3[CH2:23][N:22]([CH3:24])[CH2:21][C@@H:20]3[C:14]=2[CH:13]=1, predict the reactants needed to synthesize it. The reactants are: [Cl-].[Al+3].[Cl-].[Cl-].[H-].[Al+3].[Li+].[H-].[H-].[H-].[Cl:11][C:12]1[CH:31]=[CH:30][C:15]2[O:16][C:17]3[CH:29]=[CH:28][CH:27]=[CH:26][C:18]=3[C@H:19]3[CH2:23][N:22]([CH3:24])[C:21](=O)[C@@H:20]3[C:14]=2[CH:13]=1.[OH-].[Na+]. (7) Given the product [ClH:21].[Cl:21][C:10]1[CH:11]=[C:12]([N:15]2[CH2:16][CH2:17][NH:18][CH2:19][CH2:20]2)[CH:13]=[CH:14][C:9]=1[OH:8], predict the reactants needed to synthesize it. The reactants are: C([O:8][C:9]1[CH:14]=[CH:13][C:12]([N:15]2[CH2:20][CH2:19][NH:18][CH2:17][CH2:16]2)=[CH:11][C:10]=1[Cl:21])C1C=CC=CC=1.Cl. (8) Given the product [NH2:11][C:10]1[C:5]([N:4]([CH3:33])[C:3](=[O:29])[O:2][CH3:1])=[C:6]([NH2:28])[N:7]=[C:8]([C:12]2[C:20]3[C:15](=[N:16][CH:17]=[CH:18][CH:19]=3)[N:14]([CH2:21][CH:22]3[CH2:23][CH2:24][CH2:25][CH2:26][CH2:27]3)[N:13]=2)[N:9]=1, predict the reactants needed to synthesize it. The reactants are: [CH3:1][O:2][C:3](=[O:29])[NH:4][C:5]1[C:6]([NH2:28])=[N:7][C:8]([C:12]2[C:20]3[C:15](=[N:16][CH:17]=[CH:18][CH:19]=3)[N:14]([CH2:21][CH:22]3[CH2:27][CH2:26][CH2:25][CH2:24][CH2:23]3)[N:13]=2)=[N:9][C:10]=1[NH2:11].[H-].[Na+].I[CH3:33].Cl. (9) Given the product [NH2:11][C:6]1[C:5]2[C:9](=[CH:10][C:2]([C:21]3[CH:22]=[C:17]([CH:18]=[CH:19][CH:20]=3)[C:15]([O:14][CH2:12][CH3:13])=[O:16])=[CH:3][CH:4]=2)[NH:8][N:7]=1, predict the reactants needed to synthesize it. The reactants are: Br[C:2]1[CH:10]=[C:9]2[C:5]([C:6]([NH2:11])=[N:7][NH:8]2)=[CH:4][CH:3]=1.[CH2:12]([O:14][C:15]([C:17]1[CH:18]=[C:19](B(O)O)[CH:20]=[CH:21][CH:22]=1)=[O:16])[CH3:13]. (10) Given the product [CH2:1]([O:8][CH:9]([CH2:14][C:15]1[CH:20]=[CH:19][C:18]([O:21][CH2:22][CH2:23][NH:24][C:25](=[O:38])[C:26]2[CH:31]=[CH:30][C:29]([C:32]3[CH:37]=[CH:36][CH:35]=[CH:34][N:33]=3)=[CH:28][CH:27]=2)=[CH:17][CH:16]=1)[C:10]([OH:12])=[O:11])[C:2]1[CH:3]=[CH:4][CH:5]=[CH:6][CH:7]=1, predict the reactants needed to synthesize it. The reactants are: [CH2:1]([O:8][CH:9]([CH2:14][C:15]1[CH:20]=[CH:19][C:18]([O:21][CH2:22][CH2:23][NH:24][C:25](=[O:38])[C:26]2[CH:31]=[CH:30][C:29]([C:32]3[CH:37]=[CH:36][CH:35]=[CH:34][N:33]=3)=[CH:28][CH:27]=2)=[CH:17][CH:16]=1)[C:10]([O:12]C)=[O:11])[C:2]1[CH:7]=[CH:6][CH:5]=[CH:4][CH:3]=1.[OH-].[Na+].